Dataset: Forward reaction prediction with 1.9M reactions from USPTO patents (1976-2016). Task: Predict the product of the given reaction. (1) The product is: [Cl:12][C:13]1[CH:18]=[CH:17][CH:16]=[CH:15][C:14]=1[CH:19]=[CH:20][S:21]([NH:1][C:2]1[CH:7]=[CH:6][CH:5]=[CH:4][C:3]=1[S:8]([NH2:11])(=[O:9])=[O:10])(=[O:23])=[O:22]. Given the reactants [NH2:1][C:2]1[CH:7]=[CH:6][CH:5]=[CH:4][C:3]=1[S:8]([NH2:11])(=[O:10])=[O:9].[Cl:12][C:13]1[CH:18]=[CH:17][CH:16]=[CH:15][C:14]=1[CH:19]=[CH:20][S:21](Cl)(=[O:23])=[O:22], predict the reaction product. (2) The product is: [C:21]1([C:19]2[N:10]=[C:8]([C:4]3[CH:3]=[N:2][CH:7]=[CH:6][CH:5]=3)[NH:9][CH:18]=2)[CH:26]=[CH:25][CH:24]=[CH:23][CH:22]=1. Given the reactants Cl.[N:2]1[CH:7]=[CH:6][CH:5]=[C:4]([C:8](=[NH:10])[NH2:9])[CH:3]=1.C(=O)([O-])[O-].[K+].[K+].Br[CH2:18][C:19]([C:21]1[CH:26]=[CH:25][CH:24]=[CH:23][CH:22]=1)=O.O, predict the reaction product. (3) Given the reactants [CH3:1][O:2][C:3]1[CH:8]=[CH:7][NH:6][C:5](=[O:9])[C:4]=1[C:10]#[N:11].[F:12][C:13]1[CH:14]=[C:15]([CH:18]=[C:19]([F:22])[C:20]=1F)[C:16]#[N:17].C(=O)([O-])[O-].[K+].[K+].C(=O)([O-])O.[Na+], predict the reaction product. The product is: [C:16]([C:15]1[CH:14]=[C:13]([F:12])[C:20]([N:6]2[CH:7]=[CH:8][C:3]([O:2][CH3:1])=[C:4]([C:10]#[N:11])[C:5]2=[O:9])=[C:19]([F:22])[CH:18]=1)#[N:17]. (4) Given the reactants [NH2:1][C:2]1[CH:7]=[CH:6][C:5]([O:8][CH3:9])=[CH:4][C:3]=1[NH:10][C:11]([C:13]1[N:17]([CH:18]2[CH2:23][CH2:22][N:21]([CH2:24][CH2:25][N:26]([CH3:34])[C:27](=[O:33])[O:28][C:29]([CH3:32])([CH3:31])[CH3:30])[CH2:20][CH2:19]2)[N:16]=[C:15]([C:35]([F:38])([F:37])[F:36])[CH:14]=1)=O.C([O-])([O-])=O.[Na+].[Na+], predict the reaction product. The product is: [CH3:9][O:8][C:5]1[CH:6]=[CH:7][C:2]2[NH:1][C:11]([C:13]3[N:17]([CH:18]4[CH2:23][CH2:22][N:21]([CH2:24][CH2:25][N:26]([CH3:34])[C:27](=[O:33])[O:28][C:29]([CH3:31])([CH3:30])[CH3:32])[CH2:20][CH2:19]4)[N:16]=[C:15]([C:35]([F:36])([F:38])[F:37])[CH:14]=3)=[N:10][C:3]=2[CH:4]=1.